This data is from Catalyst prediction with 721,799 reactions and 888 catalyst types from USPTO. The task is: Predict which catalyst facilitates the given reaction. Reactant: [C:1]([O:5][C:6]([NH:8][CH2:9][C:10]([C:17]1[CH2:22][CH2:21][CH2:20][CH2:19][CH:18]=1)([CH3:16])[C:11]([O:13][CH2:14][CH3:15])=[O:12])=[O:7])([CH3:4])([CH3:3])[CH3:2].[CH3:23]I.[H-].[Na+]. Product: [C:1]([O:5][C:6]([N:8]([CH3:23])[CH2:9][C:10]([C:17]1[CH2:22][CH2:21][CH2:20][CH2:19][CH:18]=1)([CH3:16])[C:11]([O:13][CH2:14][CH3:15])=[O:12])=[O:7])([CH3:2])([CH3:3])[CH3:4]. The catalyst class is: 3.